This data is from Catalyst prediction with 721,799 reactions and 888 catalyst types from USPTO. The task is: Predict which catalyst facilitates the given reaction. Reactant: [F:1][C:2]1[CH:9]=[CH:8][C:5]([CH:6]=O)=[CH:4][CH:3]=1.C([O-])(=O)C.[Na+].Cl.[NH2:16][OH:17]. Product: [F:1][C:2]1[CH:9]=[CH:8][C:5](/[CH:6]=[N:16]/[OH:17])=[CH:4][CH:3]=1. The catalyst class is: 24.